This data is from Full USPTO retrosynthesis dataset with 1.9M reactions from patents (1976-2016). The task is: Predict the reactants needed to synthesize the given product. (1) Given the product [Cl:19][C:20]1[N:25]=[C:24]([N:6]([CH:1]2[CH2:2][CH2:3][CH2:4][CH2:5]2)[C@@H:7]([CH2:12][CH3:13])[C:8]([O:10][CH3:11])=[O:9])[C:23]([N+:27]([O-:29])=[O:28])=[CH:22][N:21]=1, predict the reactants needed to synthesize it. The reactants are: [CH:1]1([NH:6][C@@H:7]([CH2:12][CH3:13])[C:8]([O:10][CH3:11])=[O:9])[CH2:5][CH2:4][CH2:3][CH2:2]1.C(=O)(O)[O-].[Na+].[Cl:19][C:20]1[N:25]=[C:24](Cl)[C:23]([N+:27]([O-:29])=[O:28])=[CH:22][N:21]=1.ClCCl. (2) Given the product [Cl-:3].[OH:7][C:8]1[CH:13]=[CH:12][C:11]2[S:14][C:15]3[C:16]4[C:21]([N+:22]([CH3:29])=[C:23]5[C:28]=3[CH:27]=[CH:26][CH:25]=[CH:24]5)=[CH:20][CH:19]=[CH:18][C:17]=4[C:10]=2[CH:9]=1, predict the reactants needed to synthesize it. The reactants are: [Li+].[OH-].[Cl-:3].C([O:7][C:8]1[CH:13]=[CH:12][C:11]2[S:14][C:15]3[C:16]4[C:21]([N+:22]([CH3:29])=[C:23]5[C:28]=3[CH:27]=[CH:26][CH:25]=[CH:24]5)=[CH:20][CH:19]=[CH:18][C:17]=4[C:10]=2[CH:9]=1)(=O)C. (3) Given the product [F:15][C:11]1[CH:12]=[CH:13][CH:14]=[C:9]([F:8])[C:10]=1[C:16]1[C:25]2[CH:24]=[C:23]([C:26]([NH2:27])=[O:4])[CH:22]=[CH:21][C:20]=2[C:19]2[NH:28][N:29]=[C:30]([NH:31][CH:32]3[CH2:37][CH2:36][N:35]([S:38]([CH3:41])(=[O:39])=[O:40])[CH2:34][CH2:33]3)[C:18]=2[N:17]=1, predict the reactants needed to synthesize it. The reactants are: FC(F)(F)C(O)=[O:4].[F:8][C:9]1[CH:14]=[CH:13][CH:12]=[C:11]([F:15])[C:10]=1[C:16]1[C:25]2[CH:24]=[C:23]([C:26]#[N:27])[CH:22]=[CH:21][C:20]=2[C:19]2[NH:28][N:29]=[C:30]([NH:31][CH:32]3[CH2:37][CH2:36][N:35]([S:38]([CH3:41])(=[O:40])=[O:39])[CH2:34][CH2:33]3)[C:18]=2[N:17]=1.C(O)C.[OH-].[Na+].P([O-])(O)(O)=O.[K+]. (4) Given the product [F:1][C:2]([F:7])([F:6])[C:3]([OH:5])=[O:4].[F:43][C:38]1[C:37]([C:24]2[CH:25]=[C:26]3[C:27]4([C:35]5[C:30](=[CH:31][CH:32]=[CH:33][CH:34]=5)[C:29]([NH2:36])=[N:28]4)[C:16]4[CH:15]=[C:14]([CH:11]5[CH2:12][CH2:13][O:8][CH2:9][CH2:10]5)[N:19]=[CH:18][C:17]=4[O:20][C:21]3=[CH:22][CH:23]=2)=[CH:42][CH:41]=[CH:40][N:39]=1, predict the reactants needed to synthesize it. The reactants are: [F:1][C:2]([F:7])([F:6])[C:3]([OH:5])=[O:4].[O:8]1[CH2:13][CH:12]=[C:11]([C:14]2[N:19]=[CH:18][C:17]3[O:20][C:21]4[C:26]([C:27]5([C:35]6[C:30](=[CH:31][CH:32]=[CH:33][CH:34]=6)[C:29]([NH2:36])=[N:28]5)[C:16]=3[CH:15]=2)=[CH:25][C:24]([C:37]2[C:38]([F:43])=[N:39][CH:40]=[CH:41][CH:42]=2)=[CH:23][CH:22]=4)[CH2:10][CH2:9]1.